From a dataset of Catalyst prediction with 721,799 reactions and 888 catalyst types from USPTO. Predict which catalyst facilitates the given reaction. (1) Reactant: [C:1]([C:4]1[C:22](=[O:23])[C@@:8]2([CH3:24])[C:9]3[C:15]([OH:16])=[CH:14][C:13]([O:17][CH3:18])=[C:12]([C:19]([NH2:21])=[O:20])[C:10]=3[O:11][C:7]2=[CH:6][C:5]=1[OH:25])(=[O:3])[CH3:2].[Cl:26][C:27]1[CH:32]=[CH:31][CH:30]=[CH:29][C:28]=1[S:33]([NH:36][C:37]1[CH:42]=[C:41]([CH3:43])[C:40]([CH:44]=O)=[C:39]([CH3:46])[CH:38]=1)(=[O:35])=[O:34].C([SiH](CC)CC)C.FC(F)(F)C(O)=O. Product: [C:1]([C:4]1[C:22](=[O:23])[C@@:8]2([CH3:24])[C:9]3[C:15]([OH:16])=[CH:14][C:13]([O:17][CH3:18])=[C:12]([C:19]([NH:21][CH2:44][C:40]4[C:41]([CH3:43])=[CH:42][C:37]([NH:36][S:33]([C:28]5[CH:29]=[CH:30][CH:31]=[CH:32][C:27]=5[Cl:26])(=[O:34])=[O:35])=[CH:38][C:39]=4[CH3:46])=[O:20])[C:10]=3[O:11][C:7]2=[CH:6][C:5]=1[OH:25])(=[O:3])[CH3:2]. The catalyst class is: 10. (2) Reactant: [Br:1][C:2]1[CH:3]=[CH:4][C:5]([C:9]([OH:11])=[O:10])=[N:6][C:7]=1Cl.[OH-].[K+].[F:14][C:15]([F:20])([F:19])[CH:16]([OH:18])[CH3:17].Cl. Product: [Br:1][C:2]1[CH:3]=[CH:4][C:5]([C:9]([OH:11])=[O:10])=[N:6][C:7]=1[O:18][CH:16]([CH3:17])[C:15]([F:20])([F:19])[F:14]. The catalyst class is: 16. (3) Reactant: [C:1]([C:4]1[N:5]=[C:6]([N:9]2[CH2:13][CH2:12][C@H:11]([OH:14])[CH2:10]2)[S:7][CH:8]=1)(=[O:3])[NH2:2].[CH3:15][S:16](Cl)(=[O:18])=[O:17].C(N(CC)CC)C.CO. Product: [C:1]([C:4]1[N:5]=[C:6]([N:9]2[CH2:13][CH2:12][C@H:11]([O:14][S:16]([CH3:15])(=[O:18])=[O:17])[CH2:10]2)[S:7][CH:8]=1)(=[O:3])[NH2:2]. The catalyst class is: 202. (4) Reactant: Br[C:2]1[CH:18]=[CH:17][C:5]([C:6]([NH:8][NH:9][C:10]([O:12][C:13]([CH3:16])([CH3:15])[CH3:14])=[O:11])=[O:7])=[C:4]([Cl:19])[CH:3]=1.[F:20][C:21]1[CH:26]=[CH:25][C:24](B(O)O)=[CH:23][CH:22]=1.C(=O)([O-])[O-].[K+].[K+]. Product: [Cl:19][C:4]1[CH:3]=[C:2]([C:24]2[CH:25]=[CH:26][C:21]([F:20])=[CH:22][CH:23]=2)[CH:18]=[CH:17][C:5]=1[C:6]([NH:8][NH:9][C:10]([O:12][C:13]([CH3:16])([CH3:15])[CH3:14])=[O:11])=[O:7]. The catalyst class is: 108. (5) Reactant: [H-].[Na+].[CH3:3][O:4][C:5](=[O:17])[CH2:6][C:7]1[CH:12]=[CH:11][C:10]([S:13]([CH3:16])(=[O:15])=[O:14])=[CH:9][CH:8]=1.Br[CH2:19][C:20]1[CH:25]=[CH:24][CH:23]=[CH:22][C:21]=1[CH3:26]. Product: [CH3:3][O:4][C:5](=[O:17])[CH:6]([C:7]1[CH:8]=[CH:9][C:10]([S:13]([CH3:16])(=[O:14])=[O:15])=[CH:11][CH:12]=1)[CH2:19][C:20]1[CH:25]=[CH:24][CH:23]=[CH:22][C:21]=1[CH3:26]. The catalyst class is: 3. (6) Reactant: [Cl:1][C:2]1[N:7]=[CH:6][C:5]([CH2:8][N:9]([CH2:17][CH2:18][CH:19]([OH:31])[CH:20]2[C:24](N3CCCC3)=[CH:23][C:22](=[O:30])[O:21]2)C(=O)OC(C)(C)C)=[CH:4][CH:3]=1. Product: [Cl:1][C:2]1[N:7]=[CH:6][C:5]([CH2:8][N:9]2[CH2:17][CH2:18][CH:19]([OH:31])[CH:20]3[O:21][C:22](=[O:30])[CH:23]=[C:24]23)=[CH:4][CH:3]=1. The catalyst class is: 281. (7) Product: [CH3:2][CH2:1][CH:3]([NH:6][C:28]([C:21]1[C:22]2[C:27](=[CH:26][CH:25]=[CH:24][CH:23]=2)[C:17]2([CH2:18][CH2:19][N:14]([C:12]([O:11][C:7]([CH3:10])([CH3:9])[CH3:8])=[O:13])[CH2:15][CH2:16]2)[CH:20]=1)=[O:29])[CH2:4][CH3:5]. Reactant: [CH2:1]([CH:3]([NH2:6])[CH2:4][CH3:5])[CH3:2].[C:7]([O:11][C:12]([N:14]1[CH2:19][CH2:18][C:17]2([C:27]3[C:22](=[CH:23][CH:24]=[CH:25][CH:26]=3)[C:21]([C:28](O)=[O:29])=[CH:20]2)[CH2:16][CH2:15]1)=[O:13])([CH3:10])([CH3:9])[CH3:8].CCN=C=NCCCN(C)C.Cl.C1C=CC2N(O)N=NC=2C=1. The catalyst class is: 18. (8) Reactant: [CH3:1][C:2]1([CH3:14])[C:6]([CH3:8])([CH3:7])[O:5][B:4]([C:9]2[CH:10]=[N:11][NH:12][CH:13]=2)[O:3]1.Br[CH2:16][C:17]([NH2:19])=[O:18].C(=O)([O-])[O-].[K+].[K+]. Product: [CH3:1][C:2]1([CH3:14])[C:6]([CH3:7])([CH3:8])[O:5][B:4]([C:9]2[CH:13]=[N:12][N:11]([CH2:16][C:17]([NH2:19])=[O:18])[CH:10]=2)[O:3]1. The catalyst class is: 21. (9) Reactant: Cl[C:2]1[C:11]2[C:6](=[C:7]([Cl:15])[CH:8]=[C:9]([N+:12]([O-:14])=[O:13])[CH:10]=2)[N:5]=[CH:4][C:3]=1[C:16]#[N:17].[Cl:18][C:19]1[CH:20]=[C:21]([CH:23]=[CH:24][C:25]=1[F:26])[NH2:22]. Product: [Cl:15][C:7]1[CH:8]=[C:9]([N+:12]([O-:14])=[O:13])[CH:10]=[C:11]2[C:6]=1[N:5]=[CH:4][C:3]([C:16]#[N:17])=[C:2]2[NH:22][C:21]1[CH:23]=[CH:24][C:25]([F:26])=[C:19]([Cl:18])[CH:20]=1. The catalyst class is: 14.